From a dataset of NCI-60 drug combinations with 297,098 pairs across 59 cell lines. Regression. Given two drug SMILES strings and cell line genomic features, predict the synergy score measuring deviation from expected non-interaction effect. (1) Drug 1: C1CCC(C1)C(CC#N)N2C=C(C=N2)C3=C4C=CNC4=NC=N3. Drug 2: CCCCC(=O)OCC(=O)C1(CC(C2=C(C1)C(=C3C(=C2O)C(=O)C4=C(C3=O)C=CC=C4OC)O)OC5CC(C(C(O5)C)O)NC(=O)C(F)(F)F)O. Cell line: OVCAR3. Synergy scores: CSS=-0.972, Synergy_ZIP=2.21, Synergy_Bliss=-0.760, Synergy_Loewe=-5.31, Synergy_HSA=-4.80. (2) Drug 1: C1CCC(CC1)NC(=O)N(CCCl)N=O. Drug 2: C1CCC(C(C1)N)N.C(=O)(C(=O)[O-])[O-].[Pt+4]. Cell line: SNB-75. Synergy scores: CSS=3.85, Synergy_ZIP=-7.72, Synergy_Bliss=-8.56, Synergy_Loewe=-7.63, Synergy_HSA=-7.52. (3) Drug 1: CC1C(C(CC(O1)OC2CC(CC3=C2C(=C4C(=C3O)C(=O)C5=C(C4=O)C(=CC=C5)OC)O)(C(=O)C)O)N)O.Cl. Drug 2: CC1C(C(CC(O1)OC2CC(CC3=C2C(=C4C(=C3O)C(=O)C5=CC=CC=C5C4=O)O)(C(=O)C)O)N)O. Cell line: HCT116. Synergy scores: CSS=40.6, Synergy_ZIP=8.90, Synergy_Bliss=12.5, Synergy_Loewe=-0.595, Synergy_HSA=12.3. (4) Drug 1: C(=O)(N)NO. Drug 2: CC1=C(C=C(C=C1)C(=O)NC2=CC(=CC(=C2)C(F)(F)F)N3C=C(N=C3)C)NC4=NC=CC(=N4)C5=CN=CC=C5. Cell line: HOP-92. Synergy scores: CSS=1.01, Synergy_ZIP=0.189, Synergy_Bliss=0.556, Synergy_Loewe=-2.24, Synergy_HSA=-2.50. (5) Drug 1: CN(C)N=NC1=C(NC=N1)C(=O)N. Drug 2: CNC(=O)C1=NC=CC(=C1)OC2=CC=C(C=C2)NC(=O)NC3=CC(=C(C=C3)Cl)C(F)(F)F. Cell line: NCI-H460. Synergy scores: CSS=45.9, Synergy_ZIP=0.00582, Synergy_Bliss=3.75, Synergy_Loewe=2.50, Synergy_HSA=2.87. (6) Drug 1: CC=C1C(=O)NC(C(=O)OC2CC(=O)NC(C(=O)NC(CSSCCC=C2)C(=O)N1)C(C)C)C(C)C. Drug 2: C1CC(=O)NC(=O)C1N2C(=O)C3=CC=CC=C3C2=O. Cell line: EKVX. Synergy scores: CSS=12.0, Synergy_ZIP=-1.67, Synergy_Bliss=6.88, Synergy_Loewe=4.00, Synergy_HSA=3.70. (7) Drug 2: C1CN1P(=S)(N2CC2)N3CC3. Drug 1: CC12CCC(CC1=CCC3C2CCC4(C3CC=C4C5=CN=CC=C5)C)O. Cell line: SK-MEL-5. Synergy scores: CSS=10.7, Synergy_ZIP=-4.23, Synergy_Bliss=-4.55, Synergy_Loewe=-9.19, Synergy_HSA=-5.91. (8) Synergy scores: CSS=21.7, Synergy_ZIP=-1.92, Synergy_Bliss=-1.02, Synergy_Loewe=-8.04, Synergy_HSA=-2.73. Drug 2: CC1=C(C=C(C=C1)C(=O)NC2=CC(=CC(=C2)C(F)(F)F)N3C=C(N=C3)C)NC4=NC=CC(=N4)C5=CN=CC=C5. Drug 1: C1=NC2=C(N1)C(=S)N=C(N2)N. Cell line: U251. (9) Drug 1: CC1CCC2CC(C(=CC=CC=CC(CC(C(=O)C(C(C(=CC(C(=O)CC(OC(=O)C3CCCCN3C(=O)C(=O)C1(O2)O)C(C)CC4CCC(C(C4)OC)O)C)C)O)OC)C)C)C)OC. Drug 2: CC1C(C(CC(O1)OC2CC(CC3=C2C(=C4C(=C3O)C(=O)C5=CC=CC=C5C4=O)O)(C(=O)C)O)N)O. Cell line: SNB-19. Synergy scores: CSS=51.4, Synergy_ZIP=13.5, Synergy_Bliss=11.2, Synergy_Loewe=12.6, Synergy_HSA=13.9.